This data is from Catalyst prediction with 721,799 reactions and 888 catalyst types from USPTO. The task is: Predict which catalyst facilitates the given reaction. (1) Reactant: [C:1]1([CH2:7][CH2:8][CH:9](O)[CH2:10][CH2:11][C:12]2[CH:17]=[CH:16][CH:15]=[CH:14][CH:13]=2)[CH:6]=[CH:5][CH:4]=[CH:3][CH:2]=1.C(Br)(Br)(Br)[Br:20].C1(P(C2C=CC=CC=2)C2C=CC=CC=2)C=CC=CC=1. Product: [Br:20][CH:9]([CH2:10][CH2:11][C:12]1[CH:17]=[CH:16][CH:15]=[CH:14][CH:13]=1)[CH2:8][CH2:7][C:1]1[CH:6]=[CH:5][CH:4]=[CH:3][CH:2]=1. The catalyst class is: 2. (2) Reactant: [NH2:1][C:2]1[CH:3]=[CH:4][C:5]2[CH2:9][O:8][B:7]([OH:10])[C:6]=2[CH:11]=1.N1C=CC=CC=1.Cl[S:19]([C:22]1[CH:27]=[CH:26][C:25]([NH:28][C:29](=[O:34])[C:30]([F:33])([F:32])[F:31])=[CH:24][C:23]=1[CH2:35][C:36]([O:38][CH2:39][CH3:40])=[O:37])(=[O:21])=[O:20]. Product: [OH:10][B:7]1[C:6]2[CH:11]=[C:2]([NH:1][S:19]([C:22]3[CH:27]=[CH:26][C:25]([NH:28][C:29](=[O:34])[C:30]([F:31])([F:32])[F:33])=[CH:24][C:23]=3[CH2:35][C:36]([O:38][CH2:39][CH3:40])=[O:37])(=[O:20])=[O:21])[CH:3]=[CH:4][C:5]=2[CH2:9][O:8]1. The catalyst class is: 2.